From a dataset of Full USPTO retrosynthesis dataset with 1.9M reactions from patents (1976-2016). Predict the reactants needed to synthesize the given product. (1) Given the product [F:1][C:2]([F:22])([F:21])[C:3]1[CH:4]=[CH:5][C:6]([C:9]2[CH:10]=[CH:11][C:12]3[N:13]([C:15]([C:18]4[O:19][N:36]=[C:25]([C:26]5[CH:27]=[C:28]([S:32]([NH2:33])(=[O:34])=[O:35])[CH:29]=[CH:30][CH:31]=5)[N:24]=4)=[CH:16][N:17]=3)[CH:14]=2)=[CH:7][CH:8]=1, predict the reactants needed to synthesize it. The reactants are: [F:1][C:2]([F:22])([F:21])[C:3]1[CH:8]=[CH:7][C:6]([C:9]2[CH:10]=[CH:11][C:12]3[N:13]([C:15]([C:18](O)=[O:19])=[CH:16][N:17]=3)[CH:14]=2)=[CH:5][CH:4]=1.O[NH:24][C:25](=[NH:36])[C:26]1[CH:31]=[CH:30][CH:29]=[C:28]([S:32](=[O:35])(=[O:34])[NH2:33])[CH:27]=1. (2) Given the product [NH:22]([C:29](=[O:33])[C:30]([N:16]1[CH2:17][CH2:18][C@H:13]([NH:12][C:10]([C:5]2[NH:6][C:7]([CH2:8][CH3:9])=[C:3]([Cl:2])[N:4]=2)=[O:11])[C@H:14]([O:19][CH2:20][CH3:21])[CH2:15]1)=[O:31])[C:23]1[CH:28]=[CH:27][CH:26]=[CH:25][CH:24]=1, predict the reactants needed to synthesize it. The reactants are: Cl.[Cl:2][C:3]1[N:4]=[C:5]([C:10]([NH:12][C@H:13]2[CH2:18][CH2:17][NH:16][CH2:15][C@H:14]2[O:19][CH2:20][CH3:21])=[O:11])[NH:6][C:7]=1[CH2:8][CH3:9].[NH:22]([C:29](=[O:33])[C:30](O)=[O:31])[C:23]1[CH:28]=[CH:27][CH:26]=[CH:25][CH:24]=1. (3) The reactants are: [NH2:1][C:2]1[CH:3]=[C:4]2[C:8](=[CH:9][CH:10]=1)[N:7]([C:11]([O:13][C:14]([CH3:17])([CH3:16])[CH3:15])=[O:12])[CH:6]=[CH:5]2.Cl[C:19]1[N:28]=[CH:27][C:26]([CH:29]2[CH2:31][CH2:30]2)=[CH:25][C:20]=1[C:21]([O:23][CH3:24])=[O:22].C(=O)([O-])[O-].[Cs+].[Cs+].C(O[CH2:42][CH2:43][CH2:44]C)(=O)C. Given the product [CH2:24]([O:23][C:21]([C:20]1[C:19]([NH:1][C:2]2[CH:3]=[C:4]3[C:8](=[CH:9][CH:10]=2)[N:7]([C:11]([O:13][C:14]([CH3:17])([CH3:16])[CH3:15])=[O:12])[CH:6]=[CH:5]3)=[N:28][CH:27]=[C:26]([CH:29]2[CH2:31][CH2:30]2)[CH:25]=1)=[O:22])[CH2:42][CH2:43][CH3:44], predict the reactants needed to synthesize it. (4) Given the product [N:17]1[C:26]2[C:21](=[CH:22][CH:23]=[CH:24][C:25]=2[S:27]([NH:1][C:2]2[CH:10]=[CH:9][C:5]([C:6]([OH:8])=[O:7])=[CH:4][CH:3]=2)(=[O:29])=[O:28])[CH:20]=[CH:19][CH:18]=1, predict the reactants needed to synthesize it. The reactants are: [NH2:1][C:2]1[CH:10]=[CH:9][C:5]([C:6]([OH:8])=[O:7])=[CH:4][CH:3]=1.N1C=CC=CC=1.[N:17]1[C:26]2[C:21](=[CH:22][CH:23]=[CH:24][C:25]=2[S:27](Cl)(=[O:29])=[O:28])[CH:20]=[CH:19][CH:18]=1. (5) Given the product [F:1][C:2]1[CH:10]=[C:9]([NH:11][S:12]([C:15]2[CH:20]=[CH:19][C:18]([C:21]3[CH:26]=[N:25][C:24]([CH2:27][O:28][CH3:29])=[N:23][CH:22]=3)=[CH:17][CH:16]=2)(=[O:14])=[O:13])[C:8]([F:30])=[CH:7][C:3]=1[C:4]([OH:6])=[O:5], predict the reactants needed to synthesize it. The reactants are: [F:1][C:2]1[CH:10]=[C:9]([NH:11][S:12]([C:15]2[CH:20]=[CH:19][C:18]([C:21]3[CH:22]=[N:23][C:24]([CH2:27][O:28][CH3:29])=[N:25][CH:26]=3)=[CH:17][CH:16]=2)(=[O:14])=[O:13])[C:8]([F:30])=[CH:7][C:3]=1[C:4]([O-:6])=[O:5].[OH-].[Li+].Cl. (6) Given the product [F:8][C:9]1[CH:10]=[C:11]([CH:12]=[C:13]([C:15]2([O:21][CH3:22])[CH2:16][CH2:17][O:18][CH2:19][CH2:20]2)[CH:14]=1)[O:23][CH2:2][C:3]([O:5][CH2:6][CH3:7])=[O:4], predict the reactants needed to synthesize it. The reactants are: Br[CH2:2][C:3]([O:5][CH2:6][CH3:7])=[O:4].[F:8][C:9]1[CH:10]=[C:11]([OH:23])[CH:12]=[C:13]([C:15]2([O:21][CH3:22])[CH2:20][CH2:19][O:18][CH2:17][CH2:16]2)[CH:14]=1.C([O-])([O-])=O.[K+].[K+]. (7) Given the product [Cl:1][C:2]1[CH:3]=[CH:4][C:5]([C:8]2[C:12]([CH2:13][O:14][C:15]3[CH:23]=[CH:22][C:18]([C:19]([NH:29][CH:26]4[CH2:28][CH2:27]4)=[O:21])=[CH:17][N:16]=3)=[C:11]([CH2:24][OH:25])[O:10][N:9]=2)=[CH:6][CH:7]=1, predict the reactants needed to synthesize it. The reactants are: [Cl:1][C:2]1[CH:7]=[CH:6][C:5]([C:8]2[C:12]([CH2:13][O:14][C:15]3[CH:23]=[CH:22][C:18]([C:19]([OH:21])=O)=[CH:17][N:16]=3)=[C:11]([CH2:24][OH:25])[O:10][N:9]=2)=[CH:4][CH:3]=1.[CH:26]1([NH2:29])[CH2:28][CH2:27]1.O.ON1C2C=CC=CC=2N=N1.C(N(C(C)C)C(C)C)C.Cl.CN(C)CCCN=C=NCC. (8) The reactants are: [NH2:1][C@@:2]([C:6]1[CH:15]=[CH:14][C:13]2[C:8](=[CH:9][CH:10]=[C:11]([O:20][CH:21]3[CH2:26][CH2:25][CH:24]([CH:27]4[CH2:31][CH2:30][CH2:29][CH2:28]4)[CH2:23][CH2:22]3)[C:12]=2[C:16]([F:19])([F:18])[F:17])[CH:7]=1)([CH3:5])[CH2:3][OH:4].[C:32]([O:36][C:37](O[C:37]([O:36][C:32]([CH3:35])([CH3:34])[CH3:33])=[O:38])=[O:38])([CH3:35])([CH3:34])[CH3:33].C(Cl)(Cl)Cl.C(=O)(O)[O-].[Na+].O. Given the product [C:32]([O:36][C:37](=[O:38])[NH:1][C@@:2]([C:6]1[CH:15]=[CH:14][C:13]2[C:8](=[CH:9][CH:10]=[C:11]([O:20][CH:21]3[CH2:26][CH2:25][CH:24]([CH:27]4[CH2:31][CH2:30][CH2:29][CH2:28]4)[CH2:23][CH2:22]3)[C:12]=2[C:16]([F:18])([F:19])[F:17])[CH:7]=1)([CH3:5])[CH2:3][OH:4])([CH3:35])([CH3:34])[CH3:33], predict the reactants needed to synthesize it. (9) Given the product [CH3:21][O:22][C:23](=[O:52])[C:24]([C:27]1[CH:28]=[CH:29][C:30]([C:18]#[C:17][C:12]2[C:13]([CH3:16])=[CH:14][C:15]3[CH:6]([N:4]([CH:1]4[CH2:3][CH2:2]4)[CH3:5])[CH2:7][CH2:8][C:9]([CH3:20])([CH3:19])[C:10]=3[CH:11]=2)=[CH:31][CH:32]=1)([CH3:26])[CH3:25], predict the reactants needed to synthesize it. The reactants are: [CH:1]1([N:4]([CH:6]2[C:15]3[C:10](=[CH:11][C:12]([C:17]#[CH:18])=[C:13]([CH3:16])[CH:14]=3)[C:9]([CH3:20])([CH3:19])[CH2:8][CH2:7]2)[CH3:5])[CH2:3][CH2:2]1.[CH3:21][O:22][C:23](=[O:52])[C:24]([C:27]1[CH:32]=[CH:31][C:30](C#CC2C=C(C3CC3)C3OC4(CC4)CC(C)(C)C=3C=2)=[CH:29][CH:28]=1)([CH3:26])[CH3:25].C(N(CC)CC)C.C(OCC)(=O)C. (10) Given the product [F:1][CH2:2][C:3]([N:8]1[CH2:13][CH2:12][O:11][CH2:10][CH2:9]1)=[O:4], predict the reactants needed to synthesize it. The reactants are: [F:1][CH2:2][C:3](OCC)=[O:4].[NH:8]1[CH2:13][CH2:12][O:11][CH2:10][CH2:9]1.Cl.